This data is from Forward reaction prediction with 1.9M reactions from USPTO patents (1976-2016). The task is: Predict the product of the given reaction. (1) Given the reactants C(N(CC)CC)C.[NH2:8][C@H:9]1[CH2:14][CH2:13][CH2:12][CH2:11][C@H:10]1[NH:15][C:16](=[O:21])[C:17]([F:20])([F:19])[F:18].CCO.[C:25](O[C:25]([O:27][C:28]([CH3:31])([CH3:30])[CH3:29])=[O:26])([O:27][C:28]([CH3:31])([CH3:30])[CH3:29])=[O:26], predict the reaction product. The product is: [F:18][C:17]([F:19])([F:20])[C:16]([NH:15][C@H:10]1[CH2:11][CH2:12][CH2:13][CH2:14][C@H:9]1[NH:8][C:25](=[O:26])[O:27][C:28]([CH3:31])([CH3:30])[CH3:29])=[O:21]. (2) Given the reactants [CH:1]1([NH:6][C:7]2[CH:8]=[C:9]([F:23])[CH:10]=[C:11]3[C:15]=2[NH:14][C:13]([C:16]2[S:17][CH2:18][C@@H:19]([CH2:21][OH:22])[N:20]=2)=[CH:12]3)[CH2:5][CH2:4][CH2:3][CH2:2]1.[CH2:24]([O:26][C:27](=[O:30])[CH2:28]Br)[CH3:25].[H-].[Na+].Cl, predict the reaction product. The product is: [CH2:24]([O:26][C:27](=[O:30])[CH2:28][O:22][CH2:21][C@@H:19]1[CH2:18][S:17][C:16]([C:13]2[NH:14][C:15]3[C:11]([CH:12]=2)=[CH:10][C:9]([F:23])=[CH:8][C:7]=3[NH:6][CH:1]2[CH2:2][CH2:3][CH2:4][CH2:5]2)=[N:20]1)[CH3:25].